This data is from Reaction yield outcomes from USPTO patents with 853,638 reactions. The task is: Predict the reaction yield, written as a fraction of the theoretical maximum amount of product (1.0 means a 100% yield; for example, 0.34 means a 34% yield). (1) The yield is 0.800. The catalyst is CN(C1C=CN=CC=1)C. The reactants are [CH2:1]([O:4][C:5]1[CH:15]=[CH:14][C:8]([CH:9]=[CH:10][C:11]([OH:13])=[O:12])=[CH:7][CH:6]=1)[CH2:2][CH3:3].[C:16]12(CO)CC(CC1)C=C2.C1CCC(N=C=NC2CCCCC2)CC1. The product is [CH:5]12[CH2:9][CH:8]([CH:7]=[CH:6]1)[CH2:14][CH2:15]2.[CH3:16][C:14]1[CH:15]=[C:5]([O:4][CH2:1][CH2:2][CH3:3])[CH:6]=[CH:7][C:8]=1[CH:9]=[CH:10][C:11]([O-:13])=[O:12]. (2) The reactants are [F:1][C:2]([F:12])([F:11])[C:3]([CH3:10])([CH3:9])[C:4](=O)[CH2:5][C:6]#[N:7].[NH2:13][NH2:14].Cl.C(Cl)Cl. The catalyst is CCO.O. The product is [F:1][C:2]([F:11])([F:12])[C:3]([C:4]1[CH:5]=[C:6]([NH2:7])[NH:14][N:13]=1)([CH3:10])[CH3:9]. The yield is 0.220. (3) The reactants are [F:1][C:2]1[CH:3]=[CH:4][C:5]2[S:11][C:10]3[CH:12]=[CH:13][CH:14]=[CH:15][C:9]=3[N:8]=[C:7]([N:16]3[CH2:21][CH2:20][NH:19][CH2:18][CH2:17]3)[C:6]=2[CH:22]=1.C(N(CC)CC)C.[C:30](Cl)(=[O:32])[CH3:31]. The catalyst is C(Cl)Cl. The product is [F:1][C:2]1[CH:3]=[CH:4][C:5]2[S:11][C:10]3[CH:12]=[CH:13][CH:14]=[CH:15][C:9]=3[N:8]=[C:7]([N:16]3[CH2:21][CH2:20][N:19]([C:30](=[O:32])[CH3:31])[CH2:18][CH2:17]3)[C:6]=2[CH:22]=1. The yield is 0.800. (4) The reactants are [F:1][C:2]1[CH:7]=[CH:6][C:5]([NH:8][C:9]([NH:11][C:12]2[CH:17]=[CH:16][C:15]([CH2:18][NH:19][C:20]3[C:29]4[C:24](=[CH:25][CH:26]=[CH:27][CH:28]=4)[N:23]=[C:22](Cl)[N:21]=3)=[CH:14][CH:13]=2)=[O:10])=[CH:4][CH:3]=1.Cl.[CH3:32][NH:33][CH3:34]. The catalyst is C1COCC1.C(O)(C)C. The product is [CH3:32][N:33]([CH3:34])[C:22]1[N:21]=[C:20]([NH:19][CH2:18][C:15]2[CH:16]=[CH:17][C:12]([NH:11][C:9]([NH:8][C:5]3[CH:6]=[CH:7][C:2]([F:1])=[CH:3][CH:4]=3)=[O:10])=[CH:13][CH:14]=2)[C:29]2[C:24](=[CH:25][CH:26]=[CH:27][CH:28]=2)[N:23]=1. The yield is 0.0800.